This data is from Forward reaction prediction with 1.9M reactions from USPTO patents (1976-2016). The task is: Predict the product of the given reaction. (1) Given the reactants [Cl:1][C:2]1[CH:13]=[CH:12][C:5](/[CH:6]=[CH:7]/[S:8](Cl)(=[O:10])=[O:9])=[CH:4][CH:3]=1.[Cl:14][C:15]1[CH:21]=[CH:20][CH:19]=[CH:18][C:16]=1[NH2:17], predict the reaction product. The product is: [Cl:1][C:2]1[CH:13]=[CH:12][C:5](/[CH:6]=[CH:7]/[S:8]([NH:17][C:16]2[CH:18]=[CH:19][CH:20]=[CH:21][C:15]=2[Cl:14])(=[O:10])=[O:9])=[CH:4][CH:3]=1. (2) Given the reactants [F:1][C:2]1[CH:3]=[CH:4][C:5]([CH3:32])=[C:6]([CH:31]=1)[O:7][CH2:8][C:9]1[C:18]([C:19]2[CH:24]=[CH:23][C:22]([OH:25])=[CH:21][C:20]=2[O:26][CH3:27])=[CH:17][CH:16]=[C:15]2[C:10]=1[C:11]([CH3:30])=[CH:12][C:13]([CH3:29])([CH3:28])[NH:14]2.C(N(CC)CC)C.[C:40](Cl)(=[O:47])[C:41]1[CH:46]=[CH:45][CH:44]=[CH:43][CH:42]=1, predict the reaction product. The product is: [C:40]([O:25][C:22]1[CH:23]=[CH:24][C:19]([C:18]2[C:9]([CH2:8][O:7][C:6]3[CH:31]=[C:2]([F:1])[CH:3]=[CH:4][C:5]=3[CH3:32])=[C:10]3[C:15](=[CH:16][CH:17]=2)[NH:14][C:13]([CH3:28])([CH3:29])[CH:12]=[C:11]3[CH3:30])=[C:20]([O:26][CH3:27])[CH:21]=1)(=[O:47])[C:41]1[CH:46]=[CH:45][CH:44]=[CH:43][CH:42]=1.